From a dataset of Full USPTO retrosynthesis dataset with 1.9M reactions from patents (1976-2016). Predict the reactants needed to synthesize the given product. (1) Given the product [C:1]([O:5][C:6]([C:7]1[C:19]([CH2:20][CH3:21])=[N:22][N:10]([C:11]2[CH:12]=[CH:13][C:14]([F:17])=[CH:15][CH:16]=2)[C:8]=1[CH3:9])=[O:18])([CH3:2])([CH3:3])[CH3:4], predict the reactants needed to synthesize it. The reactants are: [C:1]([O:5][C:6](=[O:18])/[CH:7]=[C:8](\[NH:10][C:11]1[CH:16]=[CH:15][C:14]([F:17])=[CH:13][CH:12]=1)/[CH3:9])([CH3:4])([CH3:3])[CH3:2].[C:19](#[N:22])[CH2:20][CH3:21].FC1C=CC(NC(=O)C)=CC=1. (2) Given the product [CH2:12]([O:19][C:20]1[CH:21]=[C:22]2[C:26](=[CH:27][CH:28]=1)[N:25]([C@@H:7]([C:1]1[CH:6]=[CH:5][CH:4]=[CH:3][CH:2]=1)[C@H:8]([OH:9])[CH2:10][OH:11])[CH2:24][CH2:23]2)[C:13]1[CH:14]=[CH:15][CH:16]=[CH:17][CH:18]=1, predict the reactants needed to synthesize it. The reactants are: [C:1]1([C@H:7]2[O:9][C@@H:8]2[CH2:10][OH:11])[CH:6]=[CH:5][CH:4]=[CH:3][CH:2]=1.[CH2:12]([O:19][C:20]1[CH:21]=[C:22]2[C:26](=[CH:27][CH:28]=1)[NH:25][CH2:24][CH2:23]2)[C:13]1[CH:18]=[CH:17][CH:16]=[CH:15][CH:14]=1. (3) Given the product [F:1][C:2]1[CH:7]=[CH:6][CH:5]=[C:4]([O:8][CH3:9])[C:3]=1[O:10][C:16]1[C:17]([N+:18]([O-:20])=[O:19])=[C:12]([CH3:23])[CH:13]=[CH:14][CH:15]=1.[F:40][C:41]1[CH:55]=[CH:54][CH:53]=[C:52]([O:56][CH3:57])[C:42]=1[O:43][C:44]1[CH:50]=[C:49]([CH3:51])[CH:48]=[CH:47][C:45]=1[NH:46][C:25]([NH:58][C:59]1[S:60][CH:61]=[CH:62][N:63]=1)=[O:30], predict the reactants needed to synthesize it. The reactants are: [F:1][C:2]1[CH:7]=[CH:6][CH:5]=[C:4]([O:8][CH3:9])[C:3]=1[OH:10].F[C:12]1[CH:13]=[C:14](C)[CH:15]=[CH:16][C:17]=1[N+:18]([O-:20])=[O:19].F[C:23]1C=CC(N)=[C:25]([O:30]C2C(OC)=CC=CC=2F)C=1.[F:40][C:41]1[CH:55]=[CH:54][CH:53]=[C:52]([O:56][CH3:57])[C:42]=1[O:43][C:44]1[CH:50]=[C:49]([CH3:51])[CH:48]=[CH:47][C:45]=1[NH2:46].[NH2:58][C:59]1[S:60][CH:61]=[CH:62][N:63]=1. (4) Given the product [CH3:30][C:13]([C:15]1[C:23]2[O:22][CH2:21][CH2:20][C:19]=2[CH:18]=[C:17]([C:24]2[CH:25]=[N:26][CH:27]=[CH:28][CH:29]=2)[CH:16]=1)([CH3:14])[CH2:12][C:11]1([C:10]([F:9])([F:32])[F:33])[CH2:2][O:31]1, predict the reactants needed to synthesize it. The reactants are: [I-].[CH3:2][S+](C)(C)=O.[H-].[Na+].[F:9][C:10]([F:33])([F:32])[C:11](=[O:31])[CH2:12][C:13]([CH3:30])([C:15]1[C:23]2[O:22][CH2:21][CH2:20][C:19]=2[CH:18]=[C:17]([C:24]2[CH:25]=[N:26][CH:27]=[CH:28][CH:29]=2)[CH:16]=1)[CH3:14].O. (5) Given the product [Br:19][C:20]1[CH:26]=[CH:25][C:23]([NH:24][C:2]2[C:11]3[C:6](=[CH:7][C:8]([O:14][CH2:15][CH2:16][O:17][CH3:18])=[C:9]([O:12][CH3:13])[CH:10]=3)[N:5]=[N:4][CH:3]=2)=[C:22]([F:27])[CH:21]=1, predict the reactants needed to synthesize it. The reactants are: Cl[C:2]1[C:11]2[C:6](=[CH:7][C:8]([O:14][CH2:15][CH2:16][O:17][CH3:18])=[C:9]([O:12][CH3:13])[CH:10]=2)[N:5]=[N:4][CH:3]=1.[Br:19][C:20]1[CH:26]=[CH:25][C:23]([NH2:24])=[C:22]([F:27])[CH:21]=1.